Dataset: Full USPTO retrosynthesis dataset with 1.9M reactions from patents (1976-2016). Task: Predict the reactants needed to synthesize the given product. The reactants are: Cl[C:2]1[CH:10]=[CH:9][C:5]2=[N:6][O:7][N:8]=[C:4]2[C:3]=1[N+:11]([O-:13])=[O:12].[Cl:14][C:15]1[CH:16]=[C:17]([CH:19]=[C:20]([F:22])[CH:21]=1)[NH2:18]. Given the product [Cl:14][C:15]1[CH:16]=[C:17]([NH:18][C:2]2[CH:10]=[CH:9][C:5]3=[N:6][O:7][N:8]=[C:4]3[C:3]=2[N+:11]([O-:13])=[O:12])[CH:19]=[C:20]([F:22])[CH:21]=1, predict the reactants needed to synthesize it.